Dataset: Reaction yield outcomes from USPTO patents with 853,638 reactions. Task: Predict the reaction yield, written as a fraction of the theoretical maximum amount of product (1.0 means a 100% yield; for example, 0.34 means a 34% yield). The reactants are [CH3:1][O:2][C@@H:3]1[CH2:7][CH2:6][N:5]([C:8]([C:10]2[S:18][C:17]3[C:12](=[N:13][CH:14]=[CH:15][C:16]=3[O:19][C:20]3[CH:21]=[CH:22][C:23]4[C:27]([C:28](O)=[O:29])=[C:26]([CH3:31])[S:25][C:24]=4[CH:32]=3)[CH:11]=2)=[O:9])[CH2:4]1.[NH2:33][CH2:34][CH2:35][CH2:36][OH:37].C(N(CC)C(C)C)(C)C.CN(C(ON1N=NC2C=CC=CC1=2)=[N+](C)C)C.F[P-](F)(F)(F)(F)F. No catalyst specified. The product is [OH:37][CH2:36][CH2:35][CH2:34][NH:33][C:28]([C:27]1[C:23]2[CH:22]=[CH:21][C:20]([O:19][C:16]3[CH:15]=[CH:14][N:13]=[C:12]4[CH:11]=[C:10]([C:8]([N:5]5[CH2:6][CH2:7][C@@H:3]([O:2][CH3:1])[CH2:4]5)=[O:9])[S:18][C:17]=34)=[CH:32][C:24]=2[S:25][C:26]=1[CH3:31])=[O:29]. The yield is 0.230.